Dataset: Forward reaction prediction with 1.9M reactions from USPTO patents (1976-2016). Task: Predict the product of the given reaction. (1) Given the reactants CS(O[CH:6]1[CH2:11][CH2:10][C:9]([F:26])([CH2:12][CH2:13][CH:14]2[C:22]3[C:17](=[CH:18][CH:19]=[CH:20][CH:21]=3)[C:16]3=[CH:23][N:24]=[CH:25][N:15]23)[CH2:8][CH2:7]1)(=O)=O.[K][S:28][C:29](=[O:31])[CH3:30], predict the reaction product. The product is: [F:26][C:9]1([CH2:12][CH2:13][CH:14]2[C:22]3[C:17](=[CH:18][CH:19]=[CH:20][CH:21]=3)[C:16]3=[CH:23][N:24]=[CH:25][N:15]23)[CH2:8][CH2:7][CH:6]([S:28][C:29](=[O:31])[CH3:30])[CH2:11][CH2:10]1. (2) Given the reactants [Cl:1][C:2]1[CH:7]=[CH:6][C:5]([CH2:8][C:9]([OH:11])=O)=[CH:4][CH:3]=1.[NH2:12][C:13]1[CH:18]=[C:17]([C:19]([C:21]2[C:29]3[CH:28]=[N:27][CH:26]=[N:25][C:24]=3[N:23]([CH:30]3[CH2:35][O:34]C(C)(C)[O:32][CH2:31]3)[CH:22]=2)=[O:20])[CH:16]=[CH:15][N:14]=1.CN(C(ON1N=NC2C=CC=NC1=2)=[N+](C)C)C.F[P-](F)(F)(F)(F)F.C(=O)(O)[O-].[Na+], predict the reaction product. The product is: [Cl:1][C:2]1[CH:3]=[CH:4][C:5]([CH2:8][C:9]([NH:12][C:13]2[CH:18]=[C:17]([C:19]([C:21]3[C:29]4[CH:28]=[N:27][CH:26]=[N:25][C:24]=4[N:23]([CH:30]([CH2:31][OH:32])[CH2:35][OH:34])[CH:22]=3)=[O:20])[CH:16]=[CH:15][N:14]=2)=[O:11])=[CH:6][CH:7]=1.